This data is from Full USPTO retrosynthesis dataset with 1.9M reactions from patents (1976-2016). The task is: Predict the reactants needed to synthesize the given product. (1) Given the product [OH:1][C:2]1[CH:3]=[C:4]([C:11]([O:13][CH2:19][CH3:20])=[O:12])[CH:5]=[C:6]2[C:10]=1[NH:9][N:8]=[CH:7]2, predict the reactants needed to synthesize it. The reactants are: [OH:1][C:2]1[CH:3]=[C:4]([C:11]([OH:13])=[O:12])[CH:5]=[C:6]2[C:10]=1[NH:9][N:8]=[CH:7]2.OS(O)(=O)=O.[CH3:19][CH2:20]O. (2) Given the product [Cl:1][C:2]1[N:7]=[C:6]([NH2:8])[C:5]([N+:9]([O-:11])=[O:10])=[CH:4][C:3]=1[I:12], predict the reactants needed to synthesize it. The reactants are: [Cl:1][C:2]1[N:7]=[C:6]([NH2:8])[C:5]([N+:9]([O-:11])=[O:10])=[CH:4][CH:3]=1.[I:12]I. (3) Given the product [CH3:1][C:2]1[S:3][C:4]([C:10]2[CH:15]=[CH:14][C:13]([CH3:16])=[CH:12][CH:11]=2)=[C:5]([C:7]([N:17]2[CH2:22][CH2:21][CH2:20][C@@H:19]([NH:23][C:24]([C:26]3[N:33]4[C:29]([S:30][CH:31]=[CH:32]4)=[N:28][C:27]=3[CH3:34])=[O:25])[CH2:18]2)=[O:9])[N:6]=1, predict the reactants needed to synthesize it. The reactants are: [CH3:1][C:2]1[S:3][C:4]([C:10]2[CH:15]=[CH:14][C:13]([CH3:16])=[CH:12][CH:11]=2)=[C:5]([C:7]([OH:9])=O)[N:6]=1.[NH:17]1[CH2:22][CH2:21][CH2:20][C@@H:19]([NH:23][C:24]([C:26]2[N:33]3[C:29]([S:30][CH:31]=[CH:32]3)=[N:28][C:27]=2[CH3:34])=[O:25])[CH2:18]1. (4) Given the product [CH3:34][N:35]([CH2:9][C:8]1[C:4]([CH:1]([CH3:3])[CH3:2])=[N:5][N:6]([C:11]2[CH:16]=[CH:15][N:14]=[C:13]([NH:17][C:18]3[C:19]([O:32][CH3:33])=[CH:20][C:21]([N:27]4[CH2:31][CH2:30][CH2:29][CH2:28]4)=[C:22]([NH:24][C:19](=[O:32])[CH:18]=[CH2:23])[CH:23]=3)[N:12]=2)[CH:7]=1)[CH3:36], predict the reactants needed to synthesize it. The reactants are: [CH:1]([C:4]1[C:8]([CH:9]=O)=[CH:7][N:6]([C:11]2[CH:16]=[CH:15][N:14]=[C:13]([NH:17][C:18]3[CH:23]=[C:22]([N+:24]([O-])=O)[C:21]([N:27]4[CH2:31][CH2:30][CH2:29][CH2:28]4)=[CH:20][C:19]=3[O:32][CH3:33])[N:12]=2)[N:5]=1)([CH3:3])[CH3:2].[CH3:34][NH:35][CH3:36]. (5) Given the product [C:31]([O:35][C:36](=[O:66])[CH:37]=[CH:38][C:16]1[CH:19]=[CH:20][C:21]([O:22][CH2:23][C:24]([F:25])([F:27])[F:26])=[C:14]([C:10]2[C:11]([CH3:13])=[CH:12][C:7]3[O:6][C:5]([CH3:28])([CH3:29])[C:4](=[O:30])[N:3]([CH2:1][CH3:2])[C:8]=3[CH:9]=2)[CH:15]=1)([CH3:34])([CH3:33])[CH3:32], predict the reactants needed to synthesize it. The reactants are: [CH2:1]([N:3]1[C:8]2[CH:9]=[C:10]([C:14]3[CH:15]=[C:16]([CH:19]=[CH:20][C:21]=3[O:22][CH2:23][C:24]([F:27])([F:26])[F:25])C=O)[C:11]([CH3:13])=[CH:12][C:7]=2[O:6][C:5]([CH3:29])([CH3:28])[C:4]1=[O:30])[CH3:2].[C:31]([O:35][C:36](=[O:66])[CH:37]=[CH:38]C1C=CC(OC(F)(F)F)=C(C2C(C)=CC3OC(C)(C)C(=O)N(CC)C=3C=2)C=1)([CH3:34])([CH3:33])[CH3:32]. (6) Given the product [NH2:8][CH2:9][C:10]([NH:12][C@H:13]([C:23]([O:25][CH2:26][CH3:27])=[O:24])[CH2:14][C:15]1[C:16]([O:21][CH3:22])=[N:17][CH:18]=[CH:19][CH:20]=1)=[O:11], predict the reactants needed to synthesize it. The reactants are: C(OC([NH:8][CH2:9][C:10]([NH:12][C@H:13]([C:23]([O:25][CH2:26][CH3:27])=[O:24])[CH2:14][C:15]1[C:16]([O:21][CH3:22])=[N:17][CH:18]=[CH:19][CH:20]=1)=[O:11])=O)(C)(C)C.FC(F)(F)C(O)=O. (7) Given the product [N:25]1[C:26]2[C:31](=[CH:30][CH:29]=[CH:28][CH:27]=2)[CH:32]=[C:23]([C:5]2[C:13]3[C:8](=[CH:9][CH:10]=[C:11]([C:14]([NH2:15])=[O:35])[CH:12]=3)[NH:7][N:6]=2)[CH:24]=1, predict the reactants needed to synthesize it. The reactants are: C[Sn]([C:5]1[C:13]2[C:8](=[CH:9][CH:10]=[C:11]([C:14]#[N:15])[CH:12]=2)[N:7](C2CCCCO2)[N:6]=1)(C)C.Br[C:23]1[CH:24]=[N:25][C:26]2[C:31]([CH:32]=1)=[CH:30][CH:29]=[CH:28][CH:27]=2.Cl.C(=O)([O-])[O-:35].[K+].[K+].